This data is from Forward reaction prediction with 1.9M reactions from USPTO patents (1976-2016). The task is: Predict the product of the given reaction. Given the reactants C(O[C:4]([C:6]1[C:7]2[S:15][CH:14]=[C:13]([CH2:16][O:17][C:18]3[CH:23]=[C:22]([C:24]4[O:25][C:26]([CH2:29][C:30]5[CH:35]=[CH:34][C:33]([Cl:36])=[CH:32][CH:31]=5)=[N:27][N:28]=4)[CH:21]=[CH:20][C:19]=3[CH3:37])[C:8]=2[C:9]([NH2:12])=[N:10][CH:11]=1)=[O:5])C.[CH2:38]([CH2:40][NH2:41])[OH:39], predict the reaction product. The product is: [OH:39][CH2:38][CH2:40][NH:41][C:4]([C:6]1[C:7]2[S:15][CH:14]=[C:13]([CH2:16][O:17][C:18]3[CH:23]=[C:22]([C:24]4[O:25][C:26]([CH2:29][C:30]5[CH:31]=[CH:32][C:33]([Cl:36])=[CH:34][CH:35]=5)=[N:27][N:28]=4)[CH:21]=[CH:20][C:19]=3[CH3:37])[C:8]=2[C:9]([NH2:12])=[N:10][CH:11]=1)=[O:5].